From a dataset of Forward reaction prediction with 1.9M reactions from USPTO patents (1976-2016). Predict the product of the given reaction. (1) Given the reactants [Br:1][C:2]1[CH:11]=[CH:10][C:9]2[N:8]=[CH:7][C:6]3[NH:12][C:13](=[O:26])[N:14]([C:15]4[CH:20]=[CH:19][C:18]([C:21]([CH3:25])([CH3:24])[C:22]#[N:23])=[CH:17][CH:16]=4)[C:5]=3[C:4]=2[CH:3]=1.C(N(CC)CC)C.[C:34]1([S:40](Cl)(=[O:42])=[O:41])[CH:39]=[CH:38][CH:37]=[CH:36][CH:35]=1.O, predict the reaction product. The product is: [Br:1][C:2]1[CH:11]=[CH:10][C:9]2[N:8]=[CH:7][C:6]3[N:12]([S:40]([C:34]4[CH:39]=[CH:38][CH:37]=[CH:36][CH:35]=4)(=[O:42])=[O:41])[C:13](=[O:26])[N:14]([C:15]4[CH:20]=[CH:19][C:18]([C:21]([CH3:24])([CH3:25])[C:22]#[N:23])=[CH:17][CH:16]=4)[C:5]=3[C:4]=2[CH:3]=1. (2) Given the reactants [NH2:1][C:2]1[CH:7]=[CH:6][C:5]([CH:8]([CH3:12])[C:9]([OH:11])=[O:10])=[CH:4][CH:3]=1.C[Si](Cl)(C)C.C(N(CC)CC)C.CC([O:28][C:29]1[C:34]([C:35](Cl)=[O:36])=[CH:33][CH:32]=[CH:31][CH:30]=1)=O, predict the reaction product. The product is: [C:35]([NH:1][C:2]1[CH:3]=[CH:4][C:5]([CH:8]([CH3:12])[C:9]([OH:11])=[O:10])=[CH:6][CH:7]=1)(=[O:36])[C:34]1[C:29](=[CH:30][CH:31]=[CH:32][CH:33]=1)[OH:28]. (3) Given the reactants [NH2:1][C@H:2]1[CH2:7][CH2:6][N:5]([C:8]([O:10][C:11]([CH3:14])([CH3:13])[CH3:12])=[O:9])[CH2:4][C@H:3]1[O:15][CH2:16][C:17]([F:20])([F:19])[CH3:18].[Cl:21][C:22]1[N:23]=[C:24]([C:29](O)=[O:30])[NH:25][C:26]=1[CH2:27][CH3:28].CCN=C=NCCCN(C)C.Cl.C1C=CC2N(O)N=NC=2C=1, predict the reaction product. The product is: [Cl:21][C:22]1[N:23]=[C:24]([C:29]([NH:1][C@H:2]2[CH2:7][CH2:6][N:5]([C:8]([O:10][C:11]([CH3:12])([CH3:13])[CH3:14])=[O:9])[CH2:4][C@H:3]2[O:15][CH2:16][C:17]([F:20])([F:19])[CH3:18])=[O:30])[NH:25][C:26]=1[CH2:27][CH3:28]. (4) Given the reactants [C:1]([O:4][CH2:5][CH2:6][C:7]([CH3:16])([CH:14]=[CH2:15])[C:8]([CH3:13])([CH3:12])[CH2:9]C=C)(=[O:3])[CH3:2].CS(C)=O, predict the reaction product. The product is: [C:1]([O:4][CH2:5][CH2:6][C:7]1([CH3:16])[C:8]([CH3:9])([CH3:12])[CH2:13][CH:15]=[CH:14]1)(=[O:3])[CH3:2]. (5) Given the reactants CN(C)[CH:3]=[O:4].P(Cl)(Cl)(Cl)=O.[Cl:11][C:12]1[CH:17]=[CH:16][N:15]2[N:18]=[C:19]([C:21]3[CH:26]=[CH:25][C:24]([O:27][CH3:28])=[CH:23][CH:22]=3)[CH:20]=[C:14]2[CH:13]=1.O, predict the reaction product. The product is: [Cl:11][C:12]1[CH:17]=[CH:16][N:15]2[N:18]=[C:19]([C:21]3[CH:22]=[CH:23][C:24]([O:27][CH3:28])=[CH:25][CH:26]=3)[C:20]([CH:3]=[O:4])=[C:14]2[CH:13]=1. (6) Given the reactants [Cl-].[Li+].[CH2:3]([O:10][C:11]1[C:15]([O:16][CH2:17][C:18]2[CH:23]=[CH:22][CH:21]=[CH:20][CH:19]=2)=[C:14](I)[N:13]([C:25]2[CH:30]=[CH:29][C:28]([O:31][CH3:32])=[CH:27][CH:26]=2)[C:12]=1[C:33]([N:35]([CH3:37])[CH3:36])=[O:34])[C:4]1[CH:9]=[CH:8][CH:7]=[CH:6][CH:5]=1.C(OC1C(OCC2C=CC=CC=2)=CN(C2C=CC(OC)=CC=2)C=1C(N(C)C)=O)C1C=CC=CC=1.C([Mg]Cl)(C)C.[CH3:77][P:78](Cl)([CH3:80])=[O:79], predict the reaction product. The product is: [CH2:3]([O:10][C:11]1[C:15]([O:16][CH2:17][C:18]2[CH:23]=[CH:22][CH:21]=[CH:20][CH:19]=2)=[C:14]([P:78]([CH3:80])([CH3:77])=[O:79])[N:13]([C:25]2[CH:30]=[CH:29][C:28]([O:31][CH3:32])=[CH:27][CH:26]=2)[C:12]=1[C:33]([N:35]([CH3:37])[CH3:36])=[O:34])[C:4]1[CH:9]=[CH:8][CH:7]=[CH:6][CH:5]=1. (7) Given the reactants [NH2:1][CH2:2][CH2:3][CH2:4][CH2:5][N:6]1[C:18]2[C:17]3[CH:16]=[CH:15][CH:14]=[CH:13][C:12]=3[N:11]=[C:10]([NH2:19])[C:9]=2[N:8]=[C:7]1[CH2:20][CH3:21].[CH:22]1([C:28](Cl)=[O:29])[CH2:27][CH2:26][CH2:25][CH2:24][CH2:23]1, predict the reaction product. The product is: [NH2:19][C:10]1[C:9]2[N:8]=[C:7]([CH2:20][CH3:21])[N:6]([CH2:5][CH2:4][CH2:3][CH2:2][NH:1][C:28]([CH:22]3[CH2:27][CH2:26][CH2:25][CH2:24][CH2:23]3)=[O:29])[C:18]=2[C:17]2[CH:16]=[CH:15][CH:14]=[CH:13][C:12]=2[N:11]=1. (8) Given the reactants [Cl:1][C:2]1[CH:3]=[CH:4][CH:5]=[C:6]2[C:11]=1[N:10]=[C:9]([O:12][C:13]1[CH:18]=[CH:17][CH:16]=[CH:15][CH:14]=1)[C:8]([CH2:19][NH2:20])=[CH:7]2.Cl[C:22]1[N:30]=[CH:29][N:28]=[C:27]2[C:23]=1[NH:24][CH:25]=[N:26]2.CCN(C(C)C)C(C)C, predict the reaction product. The product is: [Cl:1][C:2]1[CH:3]=[CH:4][CH:5]=[C:6]2[C:11]=1[N:10]=[C:9]([O:12][C:13]1[CH:18]=[CH:17][CH:16]=[CH:15][CH:14]=1)[C:8]([CH2:19][NH:20][C:22]1[N:30]=[CH:29][N:28]=[C:27]3[C:23]=1[N:24]=[CH:25][NH:26]3)=[CH:7]2.